Dataset: Forward reaction prediction with 1.9M reactions from USPTO patents (1976-2016). Task: Predict the product of the given reaction. Given the reactants [CH3:1][NH:2][C:3]1[CH:11]=[CH:10][C:6]([C:7]([OH:9])=[O:8])=[CH:5][C:4]=1[N+:12]([O-])=O, predict the reaction product. The product is: [NH2:12][C:4]1[CH:5]=[C:6]([CH:10]=[CH:11][C:3]=1[NH:2][CH3:1])[C:7]([OH:9])=[O:8].